This data is from Forward reaction prediction with 1.9M reactions from USPTO patents (1976-2016). The task is: Predict the product of the given reaction. (1) Given the reactants [Cl:1][C:2]1[CH:11]=[C:10]2[C:5]([C:6]([N:12]3[CH2:17][CH2:16][NH:15][CH2:14][CH2:13]3)=[CH:7][CH:8]=[N:9]2)=[CH:4][CH:3]=1.[CH2:18]([N:25]=[C:26]=[O:27])[C:19]1[CH:24]=[CH:23][CH:22]=[CH:21][CH:20]=1.CCCCCC.CCOC(C)=O, predict the reaction product. The product is: [CH2:18]([NH:25][C:26]([N:15]1[CH2:16][CH2:17][N:12]([C:6]2[C:5]3[C:10](=[CH:11][C:2]([Cl:1])=[CH:3][CH:4]=3)[N:9]=[CH:8][CH:7]=2)[CH2:13][CH2:14]1)=[O:27])[C:19]1[CH:24]=[CH:23][CH:22]=[CH:21][CH:20]=1. (2) Given the reactants [CH3:1][C:2]1[C:7]([CH2:8][C:9]([O:11]C)=[O:10])=[C:6]([N:13]2[CH2:17][CH2:16][CH2:15][CH2:14]2)[N:5]=[C:4]([CH2:18][C:19]2[CH:24]=[CH:23][C:22]([NH:25][C:26]([C:28]3[CH:37]=[CH:36][C:35]4[C:30](=[CH:31][CH:32]=[CH:33][CH:34]=4)[CH:29]=3)=[O:27])=[CH:21][CH:20]=2)[N:3]=1.[OH-].[Na+].CCOCC.Cl, predict the reaction product. The product is: [CH3:1][C:2]1[C:7]([CH2:8][C:9]([OH:11])=[O:10])=[C:6]([N:13]2[CH2:17][CH2:16][CH2:15][CH2:14]2)[N:5]=[C:4]([CH2:18][C:19]2[CH:20]=[CH:21][C:22]([NH:25][C:26]([C:28]3[CH:37]=[CH:36][C:35]4[C:30](=[CH:31][CH:32]=[CH:33][CH:34]=4)[CH:29]=3)=[O:27])=[CH:23][CH:24]=2)[N:3]=1. (3) Given the reactants BrCCBr.C[Si](Cl)(C)C.I[CH:11]1[CH2:14][N:13]([C:15]([O:17][C:18]([CH3:21])([CH3:20])[CH3:19])=[O:16])[CH2:12]1.Br[C:23]1[N:28]=[CH:27][CH:26]=[CH:25][N:24]=1, predict the reaction product. The product is: [N:24]1[CH:25]=[CH:26][CH:27]=[N:28][C:23]=1[CH:11]1[CH2:14][N:13]([C:15]([O:17][C:18]([CH3:21])([CH3:20])[CH3:19])=[O:16])[CH2:12]1.